From a dataset of Catalyst prediction with 721,799 reactions and 888 catalyst types from USPTO. Predict which catalyst facilitates the given reaction. Reactant: [CH2:1]([N:8]1[C:16]2[C:15](=[O:17])[N:14]([CH2:18][CH2:19][CH2:20][O:21][Si](C(C)(C)C)(C)C)[C:13](=[O:29])[N:12](COCC[Si](C)(C)C)[C:11]=2[N:10]=[C:9]1[Cl:38])[C:2]1[CH:7]=[CH:6][CH:5]=[CH:4][CH:3]=1.[ClH:39]. Product: [Cl:38][C:9]1[N:8]([CH2:1][C:2]2[CH:7]=[CH:6][C:5]([Cl:39])=[CH:4][CH:3]=2)[C:16]2[C:15](=[O:17])[N:14]([CH2:18][CH2:19][CH2:20][OH:21])[C:13](=[O:29])[NH:12][C:11]=2[N:10]=1. The catalyst class is: 8.